Dataset: Full USPTO retrosynthesis dataset with 1.9M reactions from patents (1976-2016). Task: Predict the reactants needed to synthesize the given product. (1) The reactants are: [Cl:1][C:2]1[CH:3]=[CH:4][C:5]2[NH:11]/[C:10](=[N:12]\[NH2:13])/[CH:9]([CH2:14][C:15]3[S:16][C:17]([CH2:20][CH2:21][C:22]([O:24][CH3:25])=[O:23])=[CH:18][N:19]=3)[CH2:8][CH:7]([C:26]3[CH:31]=[CH:30][CH:29]=[C:28]([O:32][CH3:33])[C:27]=3[O:34][CH3:35])[C:6]=2[CH:36]=1.[F:37][C:38]([F:49])([F:48])[C:39](O[C:39](=O)[C:38]([F:49])([F:48])[F:37])=O.FC(F)(F)C(O)=O.C1(C)C=CC=CC=1. Given the product [Cl:1][C:2]1[CH:3]=[CH:4][C:5]2[N:11]3[C:39]([C:38]([F:49])([F:48])[F:37])=[N:13][N:12]=[C:10]3[CH:9]([CH2:14][C:15]3[S:16][C:17]([CH2:20][CH2:21][C:22]([O:24][CH3:25])=[O:23])=[CH:18][N:19]=3)[CH2:8][CH:7]([C:26]3[CH:31]=[CH:30][CH:29]=[C:28]([O:32][CH3:33])[C:27]=3[O:34][CH3:35])[C:6]=2[CH:36]=1, predict the reactants needed to synthesize it. (2) Given the product [CH3:1][C@H:2]1[CH2:11][CH2:10][C@@H:9]2[C@:4]([CH3:14])([CH2:5][CH2:6][CH2:7][C:8]2([CH3:12])[CH3:13])[C@H:3]1[CH2:15][C:16]([NH:18][C:19]1[CH:24]=[C:23]([OH:25])[CH:22]=[C:21]([OH:27])[CH:20]=1)=[O:17], predict the reactants needed to synthesize it. The reactants are: [CH3:1][C@H:2]1[CH2:11][CH2:10][C@@H:9]2[C@:4]([CH3:14])([CH2:5][CH2:6][CH2:7][C:8]2([CH3:13])[CH3:12])[C@H:3]1[CH2:15][C:16]([NH:18][C:19]1[CH:24]=[C:23]([O:25]C)[CH:22]=[C:21]([O:27]C)[CH:20]=1)=[O:17].B(Br)(Br)Br.CO. (3) Given the product [C:1]([O:5][C:6]([N:8]1[CH2:13][CH2:12][N:11]([C:21]2[C:16]([Cl:15])=[N:17][CH:18]=[CH:19][N:20]=2)[CH:10]([CH3:14])[CH2:9]1)=[O:7])([CH3:4])([CH3:2])[CH3:3], predict the reactants needed to synthesize it. The reactants are: [C:1]([O:5][C:6]([N:8]1[CH2:13][CH2:12][NH:11][CH:10]([CH3:14])[CH2:9]1)=[O:7])([CH3:4])([CH3:3])[CH3:2].[Cl:15][C:16]1[C:21](Cl)=[N:20][CH:19]=[CH:18][N:17]=1.CN(C=O)C. (4) Given the product [CH3:1][C:3]1[N:4]([CH2:12][CH2:13][O:14][C:15]2[CH:22]=[CH:21][C:18]([CH:19]=[O:20])=[CH:17][CH:16]=2)[C:5](=[O:10])[CH:6]=[C:7]([CH3:9])[N:8]=1, predict the reactants needed to synthesize it. The reactants are: [CH2:1]([C:3]1[NH:4][C:5](=[O:10])[CH:6]=[C:7]([CH3:9])[N:8]=1)C.Br[CH2:12][CH2:13][O:14][C:15]1[CH:22]=[CH:21][C:18]([CH:19]=[O:20])=[CH:17][CH:16]=1.[Li+].[Br-].[H-].[Na+]. (5) Given the product [NH2:6][C:5]1[CH:7]=[CH:8][N:1]([CH:22]2[C@@H:26]([F:27])[C@H:25]([O:28][CH2:29][C:30]3[CH:35]=[CH:34][C:33]([Cl:36])=[CH:32][CH:31]=3)[C@@H:24]([CH2:37][O:38][CH2:39][C:40]3[CH:41]=[CH:42][C:43]([Cl:46])=[CH:44][CH:45]=3)[S:23]2)[C:2](=[O:3])[N:4]=1, predict the reactants needed to synthesize it. The reactants are: [NH:1]1[CH:8]=[CH:7][C:5]([NH2:6])=[N:4][C:2]1=[O:3].C/C(/O[Si](C)(C)C)=N\[Si](C)(C)C.Br[CH:22]1[C@@H:26]([F:27])[C@H:25]([O:28][CH2:29][C:30]2[CH:35]=[CH:34][C:33]([Cl:36])=[CH:32][CH:31]=2)[C@@H:24]([CH2:37][O:38][CH2:39][C:40]2[CH:45]=[CH:44][C:43]([Cl:46])=[CH:42][CH:41]=2)[S:23]1. (6) Given the product [CH:3]([N:6]1[C:10]2[CH:11]=[CH:12][CH:13]=[CH:14][C:9]=2[N:8]=[C:7]1[NH:15][C:16]1[CH:17]=[CH:18][C:19]([C:20]([OH:22])=[O:21])=[CH:24][CH:25]=1)([CH3:5])[CH3:4], predict the reactants needed to synthesize it. The reactants are: [OH-].[Li+].[CH:3]([N:6]1[C:10]2[CH:11]=[CH:12][CH:13]=[CH:14][C:9]=2[N:8]=[C:7]1[NH:15][C:16]1[CH:25]=[CH:24][C:19]([C:20]([O:22]C)=[O:21])=[CH:18][CH:17]=1)([CH3:5])[CH3:4]. (7) Given the product [NH2:15][C:13]1[CH:12]=[CH:11][CH:10]=[C:9]2[C:14]=1[C:6](=[O:5])[CH2:7][CH:8]2[CH2:1][CH3:2], predict the reactants needed to synthesize it. The reactants are: [CH2:1]([Mg]Br)[CH3:2].[O:5]=[C:6]1[C:14]2[C:9](=[CH:10][CH:11]=[CH:12][C:13]=2[NH:15]C(=O)C2C=CC=CC=2)[CH:8]=[CH:7]1. (8) Given the product [F:35][C:30]1[CH:29]=[C:28]([CH2:27][C@@H:26]([C:36]2[C:41]([C:42]3[CH:43]=[CH:44][C:45]([F:51])=[C:46]([CH:50]=3)[C:47]([NH2:49])=[O:48])=[CH:40][CH:39]=[CH:38][N:37]=2)[NH:25][C:13](=[O:15])[CH2:12][C:6]2[C:5]3[C:9](=[CH:10][CH:11]=[C:3]([C:2]([F:1])([F:17])[F:16])[CH:4]=3)[NH:8][CH:7]=2)[CH:33]=[C:32]([F:34])[CH:31]=1, predict the reactants needed to synthesize it. The reactants are: [F:1][C:2]([F:17])([F:16])[C:3]1[CH:4]=[C:5]2[C:9](=[CH:10][CH:11]=1)[NH:8][CH:7]=[C:6]2[CH2:12][C:13]([OH:15])=O.FC(F)(F)C(O)=O.[NH2:25][C@H:26]([C:36]1[C:41]([C:42]2[CH:43]=[CH:44][C:45]([F:51])=[C:46]([CH:50]=2)[C:47]([NH2:49])=[O:48])=[CH:40][CH:39]=[CH:38][N:37]=1)[CH2:27][C:28]1[CH:33]=[C:32]([F:34])[CH:31]=[C:30]([F:35])[CH:29]=1.CN(C(ON1N=NC2C=CC=NC1=2)=[N+](C)C)C.F[P-](F)(F)(F)(F)F.CCN(C(C)C)C(C)C. (9) Given the product [OH:8][C@H:5]1[CH2:6][N:7]([C:17]([O:19][CH2:20][C:21]2[CH:26]=[CH:25][CH:24]=[CH:23][CH:22]=2)=[O:18])[C@H:2]([CH3:1])[CH2:3][CH2:4]1, predict the reactants needed to synthesize it. The reactants are: [CH3:1][C@H:2]1[NH:7][CH2:6][C@H:5]([OH:8])[CH2:4][CH2:3]1.C(N(CC)CC)C.Cl[C:17]([O:19][CH2:20][C:21]1[CH:26]=[CH:25][CH:24]=[CH:23][CH:22]=1)=[O:18]. (10) Given the product [CH:24]1([N:15]([C@H:16]2[CH2:17][CH2:18][C@H:19]([O:22][CH3:23])[CH2:20][CH2:21]2)[C:13](=[O:14])[NH:12][C:10]2[S:11][C:7]([S:6][CH2:5][C:4]([OH:29])=[O:3])=[CH:8][N:9]=2)[CH2:25][CH2:26][CH2:27][CH2:28]1, predict the reactants needed to synthesize it. The reactants are: C([O:3][C:4](=[O:29])[CH2:5][S:6][C:7]1[S:11][C:10]([NH:12][C:13]([N:15]([CH:24]2[CH2:28][CH2:27][CH2:26][CH2:25]2)[C@H:16]2[CH2:21][CH2:20][C@H:19]([O:22][CH3:23])[CH2:18][CH2:17]2)=[O:14])=[N:9][CH:8]=1)C.[OH-].[Na+].